The task is: Predict the reaction yield, written as a fraction of the theoretical maximum amount of product (1.0 means a 100% yield; for example, 0.34 means a 34% yield).. This data is from Reaction yield outcomes from USPTO patents with 853,638 reactions. (1) The reactants are [C-:1]#[N:2].[K+].Cl[CH2:5][CH2:6][C:7]1[CH:8]=[C:9]2[C:13](=[CH:14][CH:15]=1)[NH:12][C:11](=[O:16])[CH2:10]2. The catalyst is CS(C)=O. The product is [C:1]([CH2:5][CH2:6][C:7]1[CH:8]=[C:9]2[C:13](=[CH:14][CH:15]=1)[NH:12][C:11](=[O:16])[CH2:10]2)#[N:2]. The yield is 0.420. (2) The reactants are [F:1][C:2]1[CH:3]=[C:4]2[C:8](=[CH:9][CH:10]=1)[NH:7][CH:6]=[C:5]2[CH2:11][CH2:12][CH2:13]O.C(Br)(Br)(Br)[Br:16].C1(P(C2C=CC=CC=2)C2C=CC=CC=2)C=CC=CC=1. The catalyst is C(Cl)Cl. The product is [Br:16][CH2:13][CH2:12][CH2:11][C:5]1[C:4]2[C:8](=[CH:9][CH:10]=[C:2]([F:1])[CH:3]=2)[NH:7][CH:6]=1. The yield is 0.690.